Dataset: NCI-60 drug combinations with 297,098 pairs across 59 cell lines. Task: Regression. Given two drug SMILES strings and cell line genomic features, predict the synergy score measuring deviation from expected non-interaction effect. (1) Drug 1: CC1C(C(CC(O1)OC2CC(CC3=C2C(=C4C(=C3O)C(=O)C5=C(C4=O)C(=CC=C5)OC)O)(C(=O)CO)O)N)O.Cl. Drug 2: COC1=C(C=C2C(=C1)N=CN=C2NC3=CC(=C(C=C3)F)Cl)OCCCN4CCOCC4. Cell line: PC-3. Synergy scores: CSS=2.66, Synergy_ZIP=-1.59, Synergy_Bliss=0.749, Synergy_Loewe=-0.0321, Synergy_HSA=0.999. (2) Drug 1: CN(C)N=NC1=C(NC=N1)C(=O)N. Drug 2: C(=O)(N)NO. Cell line: COLO 205. Synergy scores: CSS=11.7, Synergy_ZIP=-4.09, Synergy_Bliss=2.46, Synergy_Loewe=-5.53, Synergy_HSA=1.89. (3) Drug 1: C1=NNC2=C1C(=O)NC=N2. Drug 2: C1CNP(=O)(OC1)N(CCCl)CCCl. Cell line: HCT116. Synergy scores: CSS=-2.53, Synergy_ZIP=-2.60, Synergy_Bliss=-5.52, Synergy_Loewe=-5.56, Synergy_HSA=-6.70. (4) Drug 1: CC12CCC3C(C1CCC2=O)CC(=C)C4=CC(=O)C=CC34C. Drug 2: CCCS(=O)(=O)NC1=C(C(=C(C=C1)F)C(=O)C2=CNC3=C2C=C(C=N3)C4=CC=C(C=C4)Cl)F. Cell line: CAKI-1. Synergy scores: CSS=19.3, Synergy_ZIP=-2.14, Synergy_Bliss=-2.93, Synergy_Loewe=-5.84, Synergy_HSA=-2.34.